From a dataset of Peptide-MHC class I binding affinity with 185,985 pairs from IEDB/IMGT. Regression. Given a peptide amino acid sequence and an MHC pseudo amino acid sequence, predict their binding affinity value. This is MHC class I binding data. (1) The peptide sequence is LQYNTFLQY. The MHC is HLA-B51:01 with pseudo-sequence HLA-B51:01. The binding affinity (normalized) is 0.0847. (2) The MHC is HLA-A02:03 with pseudo-sequence HLA-A02:03. The peptide sequence is LLEGEEERL. The binding affinity (normalized) is 0.406.